This data is from Catalyst prediction with 721,799 reactions and 888 catalyst types from USPTO. The task is: Predict which catalyst facilitates the given reaction. (1) Reactant: [OH:1]/[N:2]=[C:3](/[C@@H:5]1[C@:21]2([CH3:22])[C@H:8]([C@H:9]3[C@H:18]([CH2:19][CH2:20]2)[C@:17]2([CH3:23])[C:12](=[CH:13][C:14](=[O:24])[CH2:15][CH2:16]2)[CH2:11][CH2:10]3)[CH2:7][CH2:6]1)\[CH3:4].[CH3:25][N:26]1[CH2:31][CH2:30][N:29]([CH2:32][C:33](O)=[O:34])[CH2:28][CH2:27]1.C(N(CC)C(C)C)(C)C.CCN=C=NCCCN(C)C.C([O-])(O)=O.[Na+]. Product: [CH3:23][C@:17]12[CH2:16][CH2:15][C:14](=[O:24])[CH:13]=[C:12]1[CH2:11][CH2:10][C@@H:9]1[C@@H:18]2[CH2:19][CH2:20][C@@:21]2([CH3:22])[C@H:8]1[CH2:7][CH2:6][C@@H:5]2/[C:3](=[N:2]/[O:1][C:33](=[O:34])[CH2:32][N:29]1[CH2:30][CH2:31][N:26]([CH3:25])[CH2:27][CH2:28]1)/[CH3:4]. The catalyst class is: 166. (2) Reactant: [Br:1][C:2]1[CH:3]=[C:4]([C:8]2(O)[CH2:13][CH2:12][NH:11][CH2:10][CH2:9]2)[CH:5]=[CH:6][CH:7]=1.O.[C:16]1([CH3:26])[CH:21]=[CH:20][C:19](S(O)(=O)=O)=[CH:18][CH:17]=1.O.[OH-].[Na+]. Product: [CH2:26]([N:11]1[CH2:12][CH:13]=[C:8]([C:4]2[CH:5]=[CH:6][CH:7]=[C:2]([Br:1])[CH:3]=2)[CH2:9][CH2:10]1)[C:16]1[CH:21]=[CH:20][CH:19]=[CH:18][CH:17]=1. The catalyst class is: 11. (3) The catalyst class is: 4. Reactant: [CH2:1]([O:8][C:9]([NH:11][C@H:12](C(O)=O)[CH2:13][O:14][C:15]([C@@H:17]1[CH2:21][CH2:20][CH2:19][N:18]1[C:22](=[O:46])[C@@H:23]([NH:25][C:26]([C@@H:28]([N:30]([CH3:45])[C:31]([C@@H:33]1[CH2:37][CH2:36][CH2:35][N:34]1[C:38](OC(C)(C)C)=[O:39])=[O:32])[CH3:29])=[O:27])[CH3:24])=[O:16])=[O:10])[C:2]1[CH:7]=[CH:6][CH:5]=[CH:4][CH:3]=1.FC1C(O)=C(F)C(F)=C(F)C=1F.C(Cl)CCl. Product: [CH3:24][C@@H:23]1[NH:25][C:26](=[O:27])[C@H:28]([CH3:29])[N:30]([CH3:45])[C:31](=[O:32])[C@H:33]2[N:34]([CH2:35][CH2:36][CH2:37]2)[C:38](=[O:39])[C@@H:12]([NH:11][C:9](=[O:10])[O:8][CH2:1][C:2]2[CH:3]=[CH:4][CH:5]=[CH:6][CH:7]=2)[CH2:13][O:14][C:15](=[O:16])[C@H:17]2[N:18]([CH2:19][CH2:20][CH2:21]2)[C:22]1=[O:46]. (4) Reactant: Cl[C:2]1[CH:11]=[CH:10][C:9]2[C:4](=[CH:5][N:6]=[CH:7][CH:8]=2)[N:3]=1.[NH2:12][C:13]1[CH:31]=[CH:30][CH:29]=[CH:28][C:14]=1[C:15]([NH:17][C:18]1[CH:23]=[CH:22][C:21]([C:24]([CH3:27])([CH3:26])[CH3:25])=[CH:20][CH:19]=1)=[O:16].C1(P(C2CCCCC2)C2C=CC=CC=2C2C=CC=CC=2N(C)C)CCCCC1.[Li]N([Si](C)(C)C)[Si](C)(C)C. The catalyst class is: 443. Product: [C:24]([C:21]1[CH:22]=[CH:23][C:18]([NH:17][C:15](=[O:16])[C:14]2[CH:28]=[CH:29][CH:30]=[CH:31][C:13]=2[NH:12][C:2]2[CH:11]=[CH:10][C:9]3[C:4](=[CH:5][N:6]=[CH:7][CH:8]=3)[N:3]=2)=[CH:19][CH:20]=1)([CH3:27])([CH3:25])[CH3:26]. (5) Reactant: [C:1]([C:3]1[CH:8]=[CH:7][C:6]([N:9]2[CH2:14][CH2:13][N:12]([C:15]([O:17][C:18]([CH3:21])([CH3:20])[CH3:19])=[O:16])[CH2:11][CH2:10]2)=[CH:5][C:4]=1[N+:22]([O-])=O)#[N:2].[C:25](OC(=O)C)(=[O:27])[CH3:26].C1C[O:35][CH2:34][CH2:33]1. Product: [C:25]([NH:22][C:4]1[CH:5]=[C:6]([N:9]2[CH2:14][CH2:13][N:12]([C:15]([O:17][C:18]([CH3:21])([CH3:20])[CH3:19])=[O:16])[CH2:11][CH2:10]2)[CH:7]=[CH:8][C:3]=1[CH2:1][NH:2][C:34](=[O:35])[CH3:33])(=[O:27])[CH3:26]. The catalyst class is: 181. (6) The catalyst class is: 5. Product: [Zn:1]([O:6][C:7]([CH3:9])=[O:8])[O:2][C:3]([CH3:5])=[O:4]. Reactant: [Zn:1]([O:6][C:7]([CH3:9])=[O:8])[O:2][C:3]([CH3:5])=[O:4].O.O.